From a dataset of Reaction yield outcomes from USPTO patents with 853,638 reactions. Predict the reaction yield, written as a fraction of the theoretical maximum amount of product (1.0 means a 100% yield; for example, 0.34 means a 34% yield). (1) The reactants are [O:1]=[S:2]1(=[O:61])[CH2:7][CH2:6][N:5]([CH2:8][CH2:9][CH2:10][NH:11][CH2:12][C@:13]23[CH2:57][CH2:56][C@@H:55]([C:58]([CH3:60])=[CH2:59])[C@@H:14]2[C@@H:15]2[C@@:28]([CH3:31])([CH2:29][CH2:30]3)[C@@:27]3([CH3:32])[C@@H:18]([C@:19]4([CH3:54])[C@@H:24]([CH2:25][CH2:26]3)[C:23]([CH3:34])([CH3:33])[C:22]([C:35]3[CH2:53][C:37]5([CH2:40][C:39]([C:47]([O:49]C(C)C)=[O:48])([C:41]([O:43]C(C)C)=[O:42])[CH2:38]5)[CH:36]=3)=[CH:21][CH2:20]4)[CH2:17][CH2:16]2)[CH2:4][CH2:3]1.[OH-].[Na+]. The catalyst is O1CCOCC1.CO. The product is [O:61]=[S:2]1(=[O:1])[CH2:7][CH2:6][N:5]([CH2:8][CH2:9][CH2:10][NH:11][CH2:12][C@:13]23[CH2:57][CH2:56][C@@H:55]([C:58]([CH3:60])=[CH2:59])[C@@H:14]2[C@@H:15]2[C@@:28]([CH3:31])([CH2:29][CH2:30]3)[C@@:27]3([CH3:32])[C@@H:18]([C@:19]4([CH3:54])[C@@H:24]([CH2:25][CH2:26]3)[C:23]([CH3:34])([CH3:33])[C:22]([C:35]3[CH2:53][C:37]5([CH2:38][C:39]([C:41]([OH:43])=[O:42])([C:47]([OH:49])=[O:48])[CH2:40]5)[CH:36]=3)=[CH:21][CH2:20]4)[CH2:17][CH2:16]2)[CH2:4][CH2:3]1. The yield is 0.0246. (2) The reactants are [C:1]([NH:4][C@H:5]([C:27](O)=[O:28])[CH2:6][S:7][C:8]([C:21]1[CH:26]=[CH:25][CH:24]=[CH:23][CH:22]=1)([C:15]1[CH:20]=[CH:19][CH:18]=[CH:17][CH:16]=1)[C:9]1[CH:14]=[CH:13][CH:12]=[CH:11][CH:10]=1)(=[O:3])[CH3:2].Cl.[C:31]([S:37][CH2:38][CH2:39][NH2:40])(=[O:36])[C:32]([CH3:35])([CH3:34])[CH3:33].Cl.C(SCCN)(=O)C.Cl.C(SCCN)(=O)C1C=CC=CC=1. The catalyst is C(Cl)Cl.CCOCC. The product is [C:1]([NH:4][C@H:5]([C:27]([NH:40][CH2:39][CH2:38][S:37][C:31](=[O:36])[C:32]([CH3:35])([CH3:34])[CH3:33])=[O:28])[CH2:6][S:7][C:8]([C:15]1[CH:16]=[CH:17][CH:18]=[CH:19][CH:20]=1)([C:21]1[CH:26]=[CH:25][CH:24]=[CH:23][CH:22]=1)[C:9]1[CH:14]=[CH:13][CH:12]=[CH:11][CH:10]=1)(=[O:3])[CH3:2]. The yield is 0.860. (3) The catalyst is CCO. The reactants are [NH2:1][CH:2]([CH:4]1[CH2:9][CH2:8][N:7]([C:10]([O:12][C:13]([CH3:16])([CH3:15])[CH3:14])=[O:11])[CH2:6][CH2:5]1)[CH3:3].[Br:17][C:18]1[CH:23]=[CH:22][CH:21]=[CH:20][C:19]=1[CH:24]([C:29](=O)[CH3:30])[C:25]([O:27][CH3:28])=[O:26].CC(O)=O. The yield is 0.491. The product is [Br:17][C:18]1[CH:23]=[CH:22][CH:21]=[CH:20][C:19]=1[C:24]([C:25]([O:27][CH3:28])=[O:26])=[C:29]([NH:1][CH:2]([CH:4]1[CH2:5][CH2:6][N:7]([C:10]([O:12][C:13]([CH3:15])([CH3:14])[CH3:16])=[O:11])[CH2:8][CH2:9]1)[CH3:3])[CH3:30]. (4) The reactants are [F:1][C:2]([F:11])([F:10])[C:3]1[CH:9]=[CH:8][CH:7]=[CH:6][C:4]=1[NH2:5].[N:12]([O-])=O.[Na+].C([O-])(=O)C.[Na+].[C:21]([CH2:24][C:25](=[O:27])[CH3:26])(=[O:23])[CH3:22]. The catalyst is O.Cl.C(O)C. The product is [F:1][C:2]([F:10])([F:11])[C:3]1[CH:9]=[CH:8][CH:7]=[CH:6][C:4]=1[NH:5][N:12]=[C:24]([C:25](=[O:27])[CH3:26])[C:21](=[O:23])[CH3:22]. The yield is 0.330. (5) The catalyst is O1CCCC1.C(OCC)(=O)C. The yield is 0.730. The product is [Si:1]([O:8][C@@H:9]1[C@@:36]2([CH3:37])[C:13](=[CH:14][CH:15]=[C:16]3[C@@H:35]2[CH2:34][CH2:33][C@@:32]2([CH3:38])[C@H:17]3[CH2:18][CH2:19][C@@H:20]2[C@@H:21]([O:23][CH2:24][C:25]([OH:27])=[O:26])[CH3:22])[CH2:12][C@@H:11]([O:39][Si:40]([C:43]([CH3:44])([CH3:46])[CH3:45])([CH3:41])[CH3:42])[CH2:10]1)([C:4]([CH3:7])([CH3:6])[CH3:5])([CH3:3])[CH3:2]. The reactants are [Si:1]([O:8][C@@H:9]1[C@@:36]2([CH3:37])[C:13](=[CH:14][CH:15]=[C:16]3[C@@H:35]2[CH2:34][CH2:33][C@@:32]2([CH3:38])[C@H:17]3[CH2:18][CH2:19][C@@H:20]2[C@@H:21]([O:23][CH2:24][C:25]([O:27]C(C)(C)C)=[O:26])[CH3:22])[CH2:12][C@@H:11]([O:39][Si:40]([C:43]([CH3:46])([CH3:45])[CH3:44])([CH3:42])[CH3:41])[CH2:10]1)([C:4]([CH3:7])([CH3:6])[CH3:5])([CH3:3])[CH3:2].CO.C[O-].[Na+].O.